From a dataset of Forward reaction prediction with 1.9M reactions from USPTO patents (1976-2016). Predict the product of the given reaction. (1) The product is: [C:38]([O:28][C:10]1([C:8]2[CH:7]=[CH:6][C:5]3[O:1][CH2:2][O:3][C:4]=3[CH:9]=2)[C:18]2[C:13](=[CH:14][CH:15]=[CH:16][CH:17]=2)[N:12]([CH2:19][C:20]2[CH:25]=[CH:24][C:23]([Cl:26])=[CH:22][CH:21]=2)[C:11]1=[O:27])(=[O:40])[CH3:39]. Given the reactants [O:1]1[C:5]2[CH:6]=[CH:7][C:8]([C:10]3([OH:28])[C:18]4[C:13](=[CH:14][CH:15]=[CH:16][CH:17]=4)[N:12]([CH2:19][C:20]4[CH:25]=[CH:24][C:23]([Cl:26])=[CH:22][CH:21]=4)[C:11]3=[O:27])=[CH:9][C:4]=2[O:3][CH2:2]1.CCN(C(C)C)C(C)C.[C:38](Cl)(=[O:40])[CH3:39], predict the reaction product. (2) Given the reactants CO[C:3]([C:5]1[S:6][C:7]([Br:11])=[C:8]([CH3:10])[CH:9]=1)=[O:4].[OH-].[Na+].BrC1SC(C(O)=O)=CC=1C.[NH:24]1[CH2:29][CH2:28][O:27][CH2:26][CH2:25]1.CCN=C=NCCCN(C)C.Cl.C1C=CC2N(O)N=NC=2C=1, predict the reaction product. The product is: [Br:11][C:7]1[S:6][C:5]([C:3]([N:24]2[CH2:29][CH2:28][O:27][CH2:26][CH2:25]2)=[O:4])=[CH:9][C:8]=1[CH3:10]. (3) The product is: [CH2:1]([NH:7][C:8](=[O:17])[C:9]1[CH:14]=[C:13]([O:15][C:18](=[O:24])[CH2:19][CH2:20][C:21]([OH:23])=[O:22])[CH:12]=[CH:11][C:10]=1[OH:16])[CH2:2][CH2:3][CH2:4][CH2:5][CH3:6]. Given the reactants [CH2:1]([NH:7][C:8](=[O:17])[C:9]1[CH:14]=[C:13]([OH:15])[CH:12]=[CH:11][C:10]=1[OH:16])[CH2:2][CH2:3][CH2:4][CH2:5][CH3:6].[C:18]1(=[O:24])[O:23][C:21](=[O:22])[CH2:20][CH2:19]1, predict the reaction product. (4) Given the reactants [C:1]([C:3]1[CH:8]=[CH:7][C:6]([C:9]2[N:13]3[CH:14]=[C:15]([C:18]4[CH:26]=[CH:25][C:21]([C:22]([OH:24])=O)=[CH:20][CH:19]=4)[CH:16]=[CH:17][C:12]3=[N:11][CH:10]=2)=[CH:5][CH:4]=1)#[N:2].CN(C(ON1N=NC2C=CC=NC1=2)=[N+](C)C)C.F[P-](F)(F)(F)(F)F.CN1CCOCC1.Cl.C([N:63]1[CH2:68][CH2:67][C:66]([CH3:74])([C:69]2[CH:73]=[CH:72][NH:71][N:70]=2)[CH2:65][CH2:64]1)(C)(C)C, predict the reaction product. The product is: [CH3:74][C:66]1([C:69]2[CH:73]=[CH:72][NH:71][N:70]=2)[CH2:67][CH2:68][N:63]([C:22]([C:21]2[CH:20]=[CH:19][C:18]([C:15]3[CH:16]=[CH:17][C:12]4[N:13]([C:9]([C:6]5[CH:5]=[CH:4][C:3]([C:1]#[N:2])=[CH:8][CH:7]=5)=[CH:10][N:11]=4)[CH:14]=3)=[CH:26][CH:25]=2)=[O:24])[CH2:64][CH2:65]1. (5) Given the reactants Cl[C:2]1[CH:9]=[C:8]([N+:10]([O-:12])=[O:11])[CH:7]=[CH:6][C:3]=1[C:4]#[N:5].[ClH:13].[NH2:14][OH:15].C(N(CC)CC)C, predict the reaction product. The product is: [Cl:13][C:2]1[CH:9]=[C:8]([N+:10]([O-:12])=[O:11])[CH:7]=[CH:6][C:3]=1[C:4]([NH2:5])=[N:14][OH:15].